From a dataset of Full USPTO retrosynthesis dataset with 1.9M reactions from patents (1976-2016). Predict the reactants needed to synthesize the given product. (1) The reactants are: Cl.C(OC(=O)[NH:8][C@@H:9]([CH2:19][C:20]1[CH:25]=[CH:24][C:23]([CH2:26][CH2:27][CH2:28][C@H:29]([CH:31]2[CH2:36][CH2:35][N:34]([C:37]3[N:42]=[CH:41][C:40]([Cl:43])=[CH:39][N:38]=3)[CH2:33][CH2:32]2)[CH3:30])=[CH:22][C:21]=1[F:44])[C:10]([N:12]1[CH2:16][CH2:15][C:14]([F:18])([F:17])[CH2:13]1)=[O:11])(C)(C)C. Given the product [ClH:43].[NH2:8][C@@H:9]([CH2:19][C:20]1[CH:25]=[CH:24][C:23]([CH2:26][CH2:27][CH2:28][C@H:29]([CH:31]2[CH2:36][CH2:35][N:34]([C:37]3[N:38]=[CH:39][C:40]([Cl:43])=[CH:41][N:42]=3)[CH2:33][CH2:32]2)[CH3:30])=[CH:22][C:21]=1[F:44])[C:10]([N:12]1[CH2:16][CH2:15][C:14]([F:18])([F:17])[CH2:13]1)=[O:11], predict the reactants needed to synthesize it. (2) Given the product [NH2:14][CH2:15][CH:16]1[CH2:21][CH2:20][N:19]([C:6]2[CH:7]=[C:8]([CH:11]=[CH:12][CH:13]=2)[C:9]#[N:10])[CH2:18][CH2:17]1, predict the reactants needed to synthesize it. The reactants are: CS(C)=O.F[C:6]1[CH:7]=[C:8]([CH:11]=[CH:12][CH:13]=1)[C:9]#[N:10].[NH2:14][CH2:15][CH:16]1[CH2:21][CH2:20][NH:19][CH2:18][CH2:17]1. (3) Given the product [CH:1]1([N:6]2[CH2:7][CH2:8][N:9]([C:12]([C:14]3[CH:15]=[C:16]4[C:20](=[CH:21][CH:22]=3)[NH:19][C:18]([C:23]([N:34]3[CH2:35][CH2:40][CH2:39][CH2:38]3)=[O:25])=[CH:17]4)=[O:13])[CH2:10][CH2:11]2)[CH2:2][CH2:3][CH2:4][CH2:5]1, predict the reactants needed to synthesize it. The reactants are: [CH:1]1([N:6]2[CH2:11][CH2:10][N:9]([C:12]([C:14]3[CH:15]=[C:16]4[C:20](=[CH:21][CH:22]=3)[NH:19][C:18]([C:23]([OH:25])=O)=[CH:17]4)=[O:13])[CH2:8][CH2:7]2)[CH2:5][CH2:4][CH2:3][CH2:2]1.Cl.F[B-](F)(F)F.N1(OC(N(C)C)=[N+](C)C)C2C=[CH:38][CH:39]=[CH:40][C:35]=2[N:34]=N1.N1CCCC1.C(N(CC)C(C)C)(C)C.